From a dataset of Catalyst prediction with 721,799 reactions and 888 catalyst types from USPTO. Predict which catalyst facilitates the given reaction. (1) Reactant: FC(F)(F)C(O)=O.[NH2:8][CH2:9][CH2:10][CH2:11][C:12]1([CH2:19][S:20]([N:23]2[CH2:28][CH2:27][CH:26]([O:29][C:30]3[CH:35]=[CH:34][C:33]([Cl:36])=[CH:32][N:31]=3)[CH2:25][CH2:24]2)(=[O:22])=[O:21])[NH:16][C:15](=[O:17])[NH:14][C:13]1=[O:18].[CH3:37]CN(C(C)C)C(C)C.[S:46](Cl)(Cl)(=[O:48])=[O:47]. Product: [Cl:36][C:33]1[CH:34]=[CH:35][C:30]([O:29][CH:26]2[CH2:27][CH2:28][N:23]([S:20]([CH2:19][C:12]3([CH2:11][CH2:10][CH2:9][NH:8][S:46]([CH3:37])(=[O:48])=[O:47])[C:13](=[O:18])[NH:14][C:15](=[O:17])[NH:16]3)(=[O:21])=[O:22])[CH2:24][CH2:25]2)=[N:31][CH:32]=1. The catalyst class is: 2. (2) Reactant: [NH2:1][C:2]1[C:7]2[NH:8][C:9](=[S:19])[N:10]([CH2:11][CH2:12][NH:13][CH2:14][C:15]([CH3:18])([CH3:17])[CH3:16])[C:6]=2[CH:5]=[CH:4][N:3]=1.I[C:21]1[C:29]([N+:30]([O-:32])=[O:31])=[CH:28][C:24]2[O:25][CH2:26][O:27][C:23]=2[CH:22]=1.O(C(C)(C)C)[Na].C(NCCN1C2C=CN=C(N)C=2N=C1SC1C(C=C)=CC2OCOC=2C=1)C(C)(C)C. Product: [CH2:14]([NH:13][CH2:12][CH2:11][N:10]1[C:6]2[CH:5]=[CH:4][N:3]=[C:2]([NH2:1])[C:7]=2[N:8]=[C:9]1[S:19][C:21]1[C:29]([N+:30]([O-:32])=[O:31])=[CH:28][C:24]2[O:25][CH2:26][O:27][C:23]=2[CH:22]=1)[C:15]([CH3:16])([CH3:18])[CH3:17]. The catalyst class is: 122. (3) Reactant: [Cl:1][C:2]1[CH:9]=[CH:8][C:5]([C:6]#[N:7])=[C:4]([O:10][C@@H:11]([C:16]2[CH:21]=[CH:20][CH:19]=[CH:18][CH:17]=2)[CH2:12][CH2:13][CH2:14]Cl)[CH:3]=1.[I-:22].[Na+]. Product: [Cl:1][C:2]1[CH:9]=[CH:8][C:5]([C:6]#[N:7])=[C:4]([O:10][C@@H:11]([C:16]2[CH:21]=[CH:20][CH:19]=[CH:18][CH:17]=2)[CH2:12][CH2:13][CH2:14][I:22])[CH:3]=1. The catalyst class is: 21. (4) Reactant: [N-:1]=[N+]=[N-].[Na+].[CH2:5]([N:12]1[CH2:17][CH2:16][C:15](=[O:18])[CH:14]([CH3:19])[CH2:13]1)[C:6]1[CH:11]=[CH:10][CH:9]=[CH:8][CH:7]=1. Product: [CH2:5]([N:12]1[CH2:17][CH2:16][C:15](=[O:18])[NH:1][CH:14]([CH3:19])[CH2:13]1)[C:6]1[CH:11]=[CH:10][CH:9]=[CH:8][CH:7]=1. The catalyst class is: 13.